This data is from Reaction yield outcomes from USPTO patents with 853,638 reactions. The task is: Predict the reaction yield, written as a fraction of the theoretical maximum amount of product (1.0 means a 100% yield; for example, 0.34 means a 34% yield). (1) The reactants are [CH:1]([O:4][C:5]([N:7]1[CH2:12][CH2:11][CH:10]([O:13][C:14]2[C:19]([O:20][CH3:21])=[C:18](Cl)[N:17]=[CH:16][N:15]=2)[CH2:9][CH2:8]1)=[O:6])([CH3:3])[CH3:2].[CH3:23][C:24]1[C:29]([NH2:30])=[CH:28][CH:27]=[C:26]([N:31]2[CH:35]=[N:34][CH:33]=[N:32]2)[N:25]=1.CC(C)([O-])C.[Na+]. The catalyst is O1CCOCC1.C([O-])(=O)C.[Pd+2].C([O-])(=O)C.C(N1CCN2CCN(CC(C)C)P1N(CC(C)C)CC2)C(C)C. The product is [CH:1]([O:4][C:5]([N:7]1[CH2:12][CH2:11][CH:10]([O:13][C:14]2[C:19]([O:20][CH3:21])=[C:18]([NH:30][C:29]3[C:24]([CH3:23])=[N:25][C:26]([N:31]4[CH:35]=[N:34][CH:33]=[N:32]4)=[CH:27][CH:28]=3)[N:17]=[CH:16][N:15]=2)[CH2:9][CH2:8]1)=[O:6])([CH3:3])[CH3:2]. The yield is 0.460. (2) The reactants are [NH2:1][C:2]1[CH:3]=[C:4]([CH:8]=[C:9]([OH:12])[C:10]=1[I:11])[C:5]([OH:7])=[O:6].S(=O)(=O)(O)O.[C:18](=O)([O-])O.[Na+]. The catalyst is CO. The product is [CH3:18][O:6][C:5](=[O:7])[C:4]1[CH:8]=[C:9]([OH:12])[C:10]([I:11])=[C:2]([NH2:1])[CH:3]=1. The yield is 0.330. (3) The yield is 0.640. The product is [CH2:20]([CH:3]([C:2]([CH3:13])([C:7]1[CH:12]=[CH:11][CH:10]=[CH:9][CH:8]=1)[CH3:1])[C:4]([OH:6])=[O:5])[CH:18]=[CH2:17]. The catalyst is O1CCCC1. The reactants are [CH3:1][C:2]([CH3:13])([C:7]1[CH:12]=[CH:11][CH:10]=[CH:9][CH:8]=1)[CH2:3][C:4]([OH:6])=[O:5].C(=O)=O.[CH3:17][C:18]([CH3:20])=O.C([N-]C(C)C)(C)C.[Li+].CN1CCCN(C)C1=O.C(I)C=C. (4) The reactants are [F:1][C:2]1[CH:7]=[CH:6][C:5]([C:8]2[C:13]([C:14]([O:16][CH3:17])=[O:15])=[C:12]([CH:18]([CH3:20])[CH3:19])[N:11]=[C:10]([OH:21])[N:9]=2)=[CH:4][CH:3]=1.C(N(CC)CC)C.C1(C)C=CC=CC=1.[F:36][C:37]([F:50])([F:49])[S:38](O[S:38]([C:37]([F:50])([F:49])[F:36])(=[O:40])=[O:39])(=[O:40])=[O:39]. The catalyst is O. The product is [F:1][C:2]1[CH:3]=[CH:4][C:5]([C:8]2[C:13]([C:14]([O:16][CH3:17])=[O:15])=[C:12]([CH:18]([CH3:19])[CH3:20])[N:11]=[C:10]([O:21][S:38]([C:37]([F:50])([F:49])[F:36])(=[O:40])=[O:39])[N:9]=2)=[CH:6][CH:7]=1. The yield is 0.740.